Predict the reactants needed to synthesize the given product. From a dataset of Full USPTO retrosynthesis dataset with 1.9M reactions from patents (1976-2016). (1) Given the product [CH2:4]([O:5][C:6](/[C:8](/[CH3:9])=[CH:35]/[C:33]1[C:32]([O:37][CH3:38])=[C:31]2[C:26]([CH:27]=[N:28][C:29]([NH:39][CH3:40])=[N:30]2)=[C:25]([C:21]2[CH:22]=[CH:23][CH:24]=[C:19]([Cl:18])[CH:20]=2)[CH:34]=1)=[O:7])[CH3:3], predict the reactants needed to synthesize it. The reactants are: [H-].[Na+].[CH3:3][CH2:4][O:5][C:6]([CH:8](P(OCC)(OCC)=O)[CH3:9])=[O:7].[Cl:18][C:19]1[CH:20]=[C:21]([C:25]2[CH:34]=[C:33]([CH:35]=O)[C:32]([O:37][CH3:38])=[C:31]3[C:26]=2[CH:27]=[N:28][C:29]([NH:39][CH3:40])=[N:30]3)[CH:22]=[CH:23][CH:24]=1.[Cl-].[NH4+]. (2) Given the product [C:1]([O:5][C:6]([N:8]1[CH2:13][CH2:12][CH:11]([CH:14]2[CH:15]([OH:25])[C:16]3[C:17](=[CH:18][CH:19]=[CH:20][CH:21]=3)[NH:22][C:26]2=[O:28])[CH2:10][CH2:9]1)=[O:7])([CH3:3])([CH3:4])[CH3:2], predict the reactants needed to synthesize it. The reactants are: [C:1]([O:5][C:6]([N:8]1[CH2:13][CH2:12][CH:11]([CH:14]([C:26]([O:28]C)=O)[CH:15]([OH:25])[C:16]2[CH:21]=[CH:20][CH:19]=[CH:18][C:17]=2[N+:22]([O-])=O)[CH2:10][CH2:9]1)=[O:7])([CH3:4])([CH3:3])[CH3:2].C(O)(=O)C. (3) The reactants are: [CH3:1][C:2]1[CH:11]=[C:10]([CH2:12][OH:13])[C:9]2[C:4](=[CH:5][CH:6]=[CH:7][CH:8]=2)[N:3]=1.[H-].[Na+].CC1C=CC(S([O:26][CH2:27][CH:28]2[CH2:33][CH2:32][N:31]([C:34]([O:36][C:37]([CH3:40])([CH3:39])[CH3:38])=[O:35])[CH2:30][CH2:29]2)(=O)=O)=CC=1. Given the product [CH3:1][C:2]1[CH:11]=[C:10]([CH2:12][O:13][CH2:27][CH:28]2[CH2:33][CH2:32][NH:31][CH2:30][CH2:29]2)[C:9]2[C:4](=[CH:5][CH:6]=[CH:7][CH:8]=2)[N:3]=1.[CH3:1][C:2]1[CH:11]=[C:10]([CH2:12][O:26][CH2:27][CH:28]2[CH2:29][CH2:30][N:31]([C:34]([O:36][C:37]([CH3:38])([CH3:39])[CH3:40])=[O:35])[CH2:32][CH2:33]2)[C:9]2[C:4](=[CH:5][CH:6]=[CH:7][CH:8]=2)[N:3]=1, predict the reactants needed to synthesize it. (4) Given the product [CH3:16][C:17]([CH3:20])([CH3:19])[CH2:18][N:6]1[CH:7]=[CH:8][CH:9]=[C:10]([C:11]([O:13][CH3:14])=[O:12])[C:5]1=[O:4], predict the reactants needed to synthesize it. The reactants are: [H-].[Na+].Cl.[O:4]=[C:5]1[C:10]([C:11]([O:13][CH3:14])=[O:12])=[CH:9][CH:8]=[CH:7][NH:6]1.I[CH2:16][C:17]([CH3:20])([CH3:19])[CH3:18]. (5) Given the product [Cl:1][C:2]1[CH:3]=[C:4]([CH:7]=[C:8]([Cl:17])[C:9]=1[O:10][C:11]1[CH:16]=[CH:15][C:14]([O:36][CH3:34])=[CH:13][CH:12]=1)[CH:5]=[O:6], predict the reactants needed to synthesize it. The reactants are: [Cl:1][C:2]1[CH:3]=[C:4]([CH:7]=[C:8]([Cl:17])[C:9]=1[O:10][C:11]1[CH:16]=[CH:15][CH:14]=[CH:13][CH:12]=1)[CH2:5][OH:6].[Cr](Cl)([O-])(=O)=O.[NH+]1C=CC=CC=1.[O-][Si]([O-])=O.[Mg+2].[CH2:34]([O:36]CC)C. (6) Given the product [OH:28][CH2:27][CH2:26][N:23]1[CH2:22][CH2:21][N:20]([C:18]([C:15]2[CH:14]=[CH:13][C:12]([NH:10][C:7]3[N:8]=[CH:9][C:4]([N+:1]([O-:3])=[O:2])=[CH:5][N:6]=3)=[CH:17][N:16]=2)=[O:19])[CH2:25][CH2:24]1, predict the reactants needed to synthesize it. The reactants are: [N+:1]([C:4]1[CH:5]=[N:6][C:7]([NH2:10])=[N:8][CH:9]=1)([O-:3])=[O:2].Br[C:12]1[CH:13]=[CH:14][C:15]([C:18]([N:20]2[CH2:25][CH2:24][N:23]([CH2:26][CH2:27][OH:28])[CH2:22][CH2:21]2)=[O:19])=[N:16][CH:17]=1.CC1(C)C2C(=C(P(C3C=CC=CC=3)C3C=CC=CC=3)C=CC=2)OC2C(P(C3C=CC=CC=3)C3C=CC=CC=3)=CC=CC1=2. (7) The reactants are: [OH:1][C@@H:2]([C:4]1[N:15]([C@H:16]2[CH2:21][CH2:20][CH2:19][N:18](C(OC(C)(C)C)=O)[CH2:17]2)[C:7]2=[C:8]3[S:14][CH:13]=[CH:12][C:9]3=[N:10][CH:11]=[C:6]2[N:5]=1)[CH3:3].[ClH:29].O1CCOCC1. Given the product [ClH:29].[NH:18]1[CH2:19][CH2:20][CH2:21][C@H:16]([N:15]2[C:7]3=[C:8]4[S:14][CH:13]=[CH:12][C:9]4=[N:10][CH:11]=[C:6]3[N:5]=[C:4]2[C@H:2]([OH:1])[CH3:3])[CH2:17]1, predict the reactants needed to synthesize it.